Dataset: Forward reaction prediction with 1.9M reactions from USPTO patents (1976-2016). Task: Predict the product of the given reaction. (1) Given the reactants Cl[CH2:2][C:3]([CH2:5]Cl)=[CH2:4].[H-].[Na+].[C:9]([O:13][C:14]([NH:16][CH2:17][CH2:18][OH:19])=[O:15])([CH3:12])([CH3:11])[CH3:10], predict the reaction product. The product is: [CH2:4]=[C:3]1[CH2:5][O:19][CH2:18][CH2:17][N:16]([C:14]([O:13][C:9]([CH3:12])([CH3:11])[CH3:10])=[O:15])[CH2:2]1. (2) The product is: [CH3:16][O:15][C:13]([C:9]1[O:10][CH:11]=[CH:12][C:8]=1[CH2:7][N:29]1[C:28](=[O:30])[C:27]2=[CH:31][CH:32]=[CH:33][CH:34]=[C:26]2[C:25]1=[O:35])=[O:14]. Given the reactants CS(Cl)(=O)=O.O[CH2:7][C:8]1[CH:12]=[CH:11][O:10][C:9]=1[C:13]([O:15][CH3:16])=[O:14].C(N(CC)CC)C.[K].[C:25]1(=[O:35])[NH:29][C:28](=[O:30])[C:27]2=[CH:31][CH:32]=[CH:33][CH:34]=[C:26]12, predict the reaction product. (3) Given the reactants [CH:1]([Si:3]([O:10][CH2:11][CH3:12])([O:7][CH2:8][CH3:9])[O:4][CH2:5][CH3:6])=[CH2:2].[CH2:13](O)[CH2:14][CH2:15][CH2:16][CH2:17][CH2:18]CC, predict the reaction product. The product is: [CH:1]([Si:3]([O:4][CH2:5][CH3:6])([O:10][CH2:11][CH3:12])[O:7][CH2:8][CH2:9][CH2:13][CH2:14][CH2:15][CH2:16][CH2:17][CH3:18])=[CH2:2]. (4) Given the reactants [O:1]([C:8]1[CH:13]=[CH:12][C:11]([NH:14][C:15]([C:17]2[NH:18][C:19]3[C:24]([CH:25]=2)=[CH:23][C:22]([Cl:26])=[CH:21][C:20]=3[NH2:27])=[O:16])=[CH:10][CH:9]=1)[C:2]1[CH:7]=[CH:6][CH:5]=[CH:4][CH:3]=1.C(O)(=O)C.[C:32]1(=O)[CH2:36][CH2:35][CH2:34][CH2:33]1.C(O[BH-](OC(=O)C)OC(=O)C)(=O)C.[Na+], predict the reaction product. The product is: [O:1]([C:8]1[CH:9]=[CH:10][C:11]([NH:14][C:15]([C:17]2[NH:18][C:19]3[C:24]([CH:25]=2)=[CH:23][C:22]([Cl:26])=[CH:21][C:20]=3[NH:27][CH:32]2[CH2:36][CH2:35][CH2:34][CH2:33]2)=[O:16])=[CH:12][CH:13]=1)[C:2]1[CH:7]=[CH:6][CH:5]=[CH:4][CH:3]=1.